From a dataset of Reaction yield outcomes from USPTO patents with 853,638 reactions. Predict the reaction yield, written as a fraction of the theoretical maximum amount of product (1.0 means a 100% yield; for example, 0.34 means a 34% yield). (1) The reactants are [C:1](Cl)(=[O:4])[CH:2]=[CH2:3].[CH3:6][N:7]([CH3:38])[C@@H:8]1[CH2:12][CH2:11][N:10]([C:13]2[CH:18]=[C:17]([O:19][CH3:20])[C:16]([NH:21][C:22]3[N:27]=[C:26]([C:28]4[CH:29]=[N:30][N:31]5[CH2:36][CH2:35][CH2:34][CH2:33][C:32]=45)[CH:25]=[CH:24][N:23]=3)=[CH:15][C:14]=2[NH2:37])[CH2:9]1.CC#N. The catalyst is C(Cl)Cl. The product is [CH3:38][N:7]([CH3:6])[C@@H:8]1[CH2:12][CH2:11][N:10]([C:13]2[CH:18]=[C:17]([O:19][CH3:20])[C:16]([NH:21][C:22]3[N:27]=[C:26]([C:28]4[CH:29]=[N:30][N:31]5[CH2:36][CH2:35][CH2:34][CH2:33][C:32]=45)[CH:25]=[CH:24][N:23]=3)=[CH:15][C:14]=2[NH:37][C:1](=[O:4])[CH:2]=[CH2:3])[CH2:9]1. The yield is 0.420. (2) The reactants are Br[CH2:2][C:3]1[CH:8]=[CH:7][C:6]([S:9]([CH2:12][CH3:13])(=[O:11])=[O:10])=[CH:5][CH:4]=1.[OH-].[NH4+:15]. The catalyst is CO. The product is [CH2:12]([S:9]([C:6]1[CH:7]=[CH:8][C:3]([CH2:2][NH2:15])=[CH:4][CH:5]=1)(=[O:11])=[O:10])[CH3:13]. The yield is 0.300. (3) The reactants are Br[C:2]1[CH:3]=[CH:4][C:5]2[O:14][CH2:13][CH2:12][C:11]3[S:10][C:9]([C:15]4[N:16]([CH:20]([CH3:22])[CH3:21])[N:17]=[CH:18][N:19]=4)=[N:8][C:7]=3[C:6]=2[CH:23]=1.[CH:24]([O:27][C:28]1[C:33](B2OC(C)(C)C(C)(C)O2)=[CH:32][CH:31]=[CH:30][N:29]=1)([CH3:26])[CH3:25]. No catalyst specified. The product is [CH:24]([O:27][C:28]1[C:33]([C:2]2[CH:3]=[CH:4][C:5]3[O:14][CH2:13][CH2:12][C:11]4[S:10][C:9]([C:15]5[N:16]([CH:20]([CH3:22])[CH3:21])[N:17]=[CH:18][N:19]=5)=[N:8][C:7]=4[C:6]=3[CH:23]=2)=[CH:32][CH:31]=[CH:30][N:29]=1)([CH3:26])[CH3:25]. The yield is 0.590. (4) The reactants are [CH2:1]([C@@H:8]1[NH:13][CH2:12][CH2:11][N:10]([C:14]2[CH:15]=[C:16]3[C:20](=[CH:21][CH:22]=2)[N:19]([CH2:23][CH3:24])[N:18]=[C:17]3[CH:25]2[CH2:28][CH2:27][CH2:26]2)[CH2:9]1)[C:2]1[CH:7]=[CH:6][CH:5]=[CH:4][CH:3]=1.C([O:31][C:32](=O)[CH2:33][C:34]1[NH:38][CH:37]=[N:36][N:35]=1)C. No catalyst specified. The product is [CH2:1]([C@H:8]1[CH2:9][N:10]([C:14]2[CH:15]=[C:16]3[C:20](=[CH:21][CH:22]=2)[N:19]([CH2:23][CH3:24])[N:18]=[C:17]3[CH:25]2[CH2:28][CH2:27][CH2:26]2)[CH2:11][CH2:12][N:13]1[C:32](=[O:31])[CH2:33][C:34]1[NH:38][CH:37]=[N:36][N:35]=1)[C:2]1[CH:3]=[CH:4][CH:5]=[CH:6][CH:7]=1. The yield is 0.100.